Predict the product of the given reaction. From a dataset of Forward reaction prediction with 1.9M reactions from USPTO patents (1976-2016). (1) Given the reactants [C:1]([N:4]1[C:13]2[C:8](=[CH:9][C:10]([C:14](O)=[O:15])=[CH:11][CH:12]=2)[CH:7]([NH:17][C:18]2[CH:23]=[CH:22][C:21]([N:24]3[CH2:29][CH2:28][O:27][CH2:26][CH2:25]3)=[CH:20][CH:19]=2)[CH2:6][CH:5]1[CH3:30])(=[O:3])[CH3:2].Cl.C1C=CC2N(O)[N:39]=[N:38]C=2C=1.O.NN.C(=O)([O-])O.[Na+], predict the reaction product. The product is: [C:1]([N:4]1[C:13]2[C:8](=[CH:9][C:10]([C:14]([NH:38][NH2:39])=[O:15])=[CH:11][CH:12]=2)[CH:7]([NH:17][C:18]2[CH:23]=[CH:22][C:21]([N:24]3[CH2:25][CH2:26][O:27][CH2:28][CH2:29]3)=[CH:20][CH:19]=2)[CH2:6][CH:5]1[CH3:30])(=[O:3])[CH3:2]. (2) The product is: [F:1][C:2]1[CH:3]=[CH:4][C:5]([CH:8]([C:25]2[CH:26]=[CH:27][C:28]([F:31])=[CH:29][CH:30]=2)[CH:9]2[C:14](=[O:15])[CH2:13][CH2:12][N:11]([CH2:16][C:17]3[CH:22]=[CH:21][CH:20]=[CH:19][C:18]=3[S:23]([CH3:24])=[O:36])[CH2:10]2)=[CH:6][CH:7]=1. Given the reactants [F:1][C:2]1[CH:7]=[CH:6][C:5]([CH:8]([C:25]2[CH:30]=[CH:29][C:28]([F:31])=[CH:27][CH:26]=2)[CH:9]2[C:14](=[O:15])[CH2:13][CH2:12][N:11]([CH2:16][C:17]3[CH:22]=[CH:21][CH:20]=[CH:19][C:18]=3[S:23][CH3:24])[CH2:10]2)=[CH:4][CH:3]=1.C(O[O-])(=O)C1C(=CC=CC=1)C([O-])=[O:36].[Mg+2].C(OCC)(=O)C.O, predict the reaction product. (3) Given the reactants [NH2:1][C:2]1[CH:10]=[CH:9][C:8]([N:11]2[CH2:16][CH2:15][N:14]([CH2:17][C:18]3[CH:23]=[CH:22][CH:21]=[CH:20][CH:19]=3)[CH2:13][CH2:12]2)=[CH:7][C:3]=1[C:4]([OH:6])=[O:5].O.[O:25]=[C:26](Cl)OC(Cl)(Cl)Cl, predict the reaction product. The product is: [CH2:17]([N:14]1[CH2:15][CH2:16][N:11]([C:8]2[CH:7]=[C:3]3[C:4]([O:6][C:26](=[O:25])[NH:1][C:2]3=[CH:10][CH:9]=2)=[O:5])[CH2:12][CH2:13]1)[C:18]1[CH:19]=[CH:20][CH:21]=[CH:22][CH:23]=1. (4) Given the reactants [NH2:1][C:2]1[S:3][C:4]([C:14]([NH2:16])=[O:15])=[C:5]([C:7]2[CH:12]=[CH:11][CH:10]=[C:9]([Cl:13])[CH:8]=2)[N:6]=1.[CH3:17][O:18][CH:19]([O:30][CH3:31])[C:20]1[CH:25]=[CH:24][C:23]([N+:26]([O-:28])=[O:27])=[C:22](F)[CH:21]=1.C(=O)([O-])[O-].[Cs+].[Cs+].CN(C)C=O, predict the reaction product. The product is: [Cl:13][C:9]1[CH:8]=[C:7]([C:5]2[N:6]=[C:2]([NH:1][C:22]3[CH:21]=[C:20]([CH:19]([O:30][CH3:31])[O:18][CH3:17])[CH:25]=[CH:24][C:23]=3[N+:26]([O-:28])=[O:27])[S:3][C:4]=2[C:14]([NH2:16])=[O:15])[CH:12]=[CH:11][CH:10]=1. (5) Given the reactants [O:1]=[C:2]1[CH:6]=[CH:5][C:4](=[O:7])[N:3]1[CH2:8][CH2:9][CH2:10][CH2:11][CH2:12][C:13]([NH:15][CH2:16][CH2:17][C:18]1[C:26]2[C:21](=[CH:22][CH:23]=[C:24]([O:27][CH3:28])[CH:25]=2)[NH:20][CH:19]=1)=[O:14].[NH2:29][C@H:30]([C:33]([OH:35])=[O:34])[CH2:31][SH:32], predict the reaction product. The product is: [NH2:29][C@@H:30]([CH2:31][S:32][CH:5]1[CH2:6][C:2](=[O:1])[N:3]([CH2:8][CH2:9][CH2:10][CH2:11][CH2:12][C:13]([NH:15][CH2:16][CH2:17][C:18]2[C:26]3[C:21](=[CH:22][CH:23]=[C:24]([O:27][CH3:28])[CH:25]=3)[NH:20][CH:19]=2)=[O:14])[C:4]1=[O:7])[C:33]([OH:35])=[O:34]. (6) Given the reactants CCOC(/N=N/C(OCC)=O)=O.[N:13]1([C:29]([O:31][C:32]([CH3:35])([CH3:34])[CH3:33])=[O:30])[CH2:28][C@H:26]([OH:27])[CH2:25][C@H:14]1[C:15]([O:17][CH2:18][C:19]1[CH:24]=[CH:23][CH:22]=[CH:21][CH:20]=1)=[O:16].[C:36]1(P([C:36]2[CH:41]=[CH:40][CH:39]=[CH:38][CH:37]=2)[C:36]2[CH:41]=[CH:40][CH:39]=[CH:38][CH:37]=2)[CH:41]=[CH:40][CH:39]=[CH:38][CH:37]=1.C1(O)C=CC=CC=1, predict the reaction product. The product is: [CH2:18]([O:17][C:15](=[O:16])[C@@H:14]1[CH2:25][C@H:26]([O:27][C:36]2[CH:41]=[CH:40][CH:39]=[CH:38][CH:37]=2)[CH2:28][N:13]1[C:29]([O:31][C:32]([CH3:35])([CH3:34])[CH3:33])=[O:30])[C:19]1[CH:24]=[CH:23][CH:22]=[CH:21][CH:20]=1. (7) Given the reactants C(O[C:6]([N:8]1[CH2:13][CH2:12][CH:11]([C:14]2[C:23]3[C:18](=[CH:19][C:20]([F:24])=[CH:21][CH:22]=3)[N:17]=[CH:16][N:15]=2)[CH2:10][CH2:9]1)=[O:7])(C)(C)C.Cl.[N+](C1C=CC(OC(=O)[NH:37][C:38]2[CH:43]=[CH:42][C:41]([N:44]3[CH2:49][CH2:48][O:47][CH2:46][CH2:45]3)=[CH:40][CH:39]=2)=CC=1)([O-])=O, predict the reaction product. The product is: [N:44]1([C:41]2[CH:40]=[CH:39][C:38]([NH:37][C:6]([N:8]3[CH2:13][CH2:12][CH:11]([C:14]4[C:23]5[C:18](=[CH:19][C:20]([F:24])=[CH:21][CH:22]=5)[N:17]=[CH:16][N:15]=4)[CH2:10][CH2:9]3)=[O:7])=[CH:43][CH:42]=2)[CH2:45][CH2:46][O:47][CH2:48][CH2:49]1.